The task is: Predict the reaction yield, written as a fraction of the theoretical maximum amount of product (1.0 means a 100% yield; for example, 0.34 means a 34% yield).. This data is from Reaction yield outcomes from USPTO patents with 853,638 reactions. (1) The reactants are [CH2:1]1[O:10][C:9]2[CH:8]=[CH:7][C:5]([NH2:6])=[CH:4][C:3]=2[O:2]1.Cl[C:12](OC1C=CC=CC=1)=[O:13].C(N(CC)CC)C.[CH2:28]1[C:36]2[C:31](=[CH:32][CH:33]=[CH:34][CH:35]=2)[CH2:30][NH:29]1. The catalyst is C(Cl)Cl. The product is [CH2:1]1[O:10][C:9]2[CH:8]=[CH:7][C:5]([NH:6][C:12]([N:29]3[CH2:30][C:31]4[C:36](=[CH:35][CH:34]=[CH:33][CH:32]=4)[CH2:28]3)=[O:13])=[CH:4][C:3]=2[O:2]1. The yield is 0.600. (2) The reactants are N1(N[C:8]([C:10]2[CH:40]=[CH:39][C:13]3[N:14]([CH:33]4[CH2:38][CH2:37][CH2:36][CH2:35][CH2:34]4)[C:15]([C:17]4[CH:18]=[C:19]5[C:24](=[CH:25][CH:26]=4)[N:23]=[C:22]([C:27]4[CH:32]=[CH:31][CH:30]=[CH:29][CH:28]=4)[CH:21]=[N:20]5)=[N:16][C:12]=3[CH:11]=2)=[O:9])CCOCC1.[NH2:41][C:42]1[CH:43]=[C:44]2[C:49](=[CH:50][CH:51]=1)[CH:48]=[C:47]([C:52]([OH:54])=[O:53])[CH:46]=[CH:45]2. No catalyst specified. The product is [CH:33]1([N:14]2[C:13]3[CH:39]=[CH:40][C:10]([C:8]([NH:41][C:42]4[CH:43]=[C:44]5[C:49](=[CH:50][CH:51]=4)[CH:48]=[C:47]([C:52]([OH:54])=[O:53])[CH:46]=[CH:45]5)=[O:9])=[CH:11][C:12]=3[N:16]=[C:15]2[C:17]2[CH:18]=[C:19]3[C:24](=[CH:25][CH:26]=2)[N:23]=[C:22]([C:27]2[CH:28]=[CH:29][CH:30]=[CH:31][CH:32]=2)[CH:21]=[N:20]3)[CH2:38][CH2:37][CH2:36][CH2:35][CH2:34]1. The yield is 0.530.